This data is from Full USPTO retrosynthesis dataset with 1.9M reactions from patents (1976-2016). The task is: Predict the reactants needed to synthesize the given product. (1) Given the product [CH3:45][O:46][CH:42]([O:43][CH3:44])[CH2:41][C:38]1[CH:37]=[CH:36][C:35]([C:32]2[N:31]=[C:30]([CH2:29][O:28][C:24]3[CH:23]=[C:22]([CH:15]([C:16]4[CH:17]=[CH:18][CH:19]=[CH:20][CH:21]=4)[NH2:14])[CH:27]=[CH:26][CH:25]=3)[O:34][N:33]=2)=[CH:40][CH:39]=1, predict the reactants needed to synthesize it. The reactants are: Cl.O1CCOCC1.C(OC(=O)[NH:14][CH:15]([C:22]1[CH:27]=[CH:26][CH:25]=[C:24]([O:28][CH2:29][C:30]2[O:34][N:33]=[C:32]([C:35]3[CH:40]=[CH:39][C:38]([CH2:41][CH:42]4[O:46][CH2:45][CH2:44][O:43]4)=[CH:37][CH:36]=3)[N:31]=2)[CH:23]=1)[C:16]1[CH:21]=[CH:20][CH:19]=[CH:18][CH:17]=1)(C)(C)C. (2) Given the product [Cl:24][C:19]1[CH:20]=[CH:21][CH:22]=[CH:23][C:18]=1[C:17]([NH:16][CH:10]1[C:9]2[C:13](=[CH:14][CH:15]=[C:7]([C:5]([OH:6])=[O:4])[CH:8]=2)[CH2:12][CH2:11]1)=[O:25], predict the reactants needed to synthesize it. The reactants are: [Li+].[OH-].C[O:4][C:5]([C:7]1[CH:8]=[C:9]2[C:13](=[CH:14][CH:15]=1)[CH2:12][CH2:11][CH:10]2[NH:16][C:17](=[O:25])[C:18]1[CH:23]=[CH:22][CH:21]=[CH:20][C:19]=1[Cl:24])=[O:6]. (3) Given the product [CH3:31][C:28]1[N:29]=[CH:30][C:25]([N:1]2[CH2:6][CH2:5][CH:4]([N:7]3[CH:16]=[C:15]4[C:9]([CH2:10][CH2:11][N:12]([C:17]([O:19][C:20]([CH3:23])([CH3:22])[CH3:21])=[O:18])[CH2:13][CH2:14]4)=[N:8]3)[CH2:3][CH2:2]2)=[CH:26][CH:27]=1, predict the reactants needed to synthesize it. The reactants are: [NH:1]1[CH2:6][CH2:5][CH:4]([N:7]2[CH:16]=[C:15]3[C:9]([CH2:10][CH2:11][N:12]([C:17]([O:19][C:20]([CH3:23])([CH3:22])[CH3:21])=[O:18])[CH2:13][CH2:14]3)=[N:8]2)[CH2:3][CH2:2]1.Br[C:25]1[CH:26]=[CH:27][C:28]([CH3:31])=[N:29][CH:30]=1.C1C=CC(P(C2C=CC3C(=CC=CC=3)C=2C2C3C(=CC=CC=3)C=CC=2P(C2C=CC=CC=2)C2C=CC=CC=2)C2C=CC=CC=2)=CC=1.CC(C)([O-])C.[Na+]. (4) Given the product [Br:24][C:25]1[CH:26]=[C:27]([CH:42]=[CH:43][CH:44]=1)[CH2:28][CH:29]1[C:33]2[NH:34][C:35]([C:37]([O:39][CH3:40])=[O:38])=[CH:36][C:32]=2[CH2:31][CH2:30]1, predict the reactants needed to synthesize it. The reactants are: O=C1C2NC(C(OC)=O)=CC=2CC1.BrC1C=C(C=CC=1)C[Mg]Br.[Br:24][C:25]1[CH:26]=[C:27]([CH:42]=[CH:43][CH:44]=1)[CH2:28][C:29]1(O)[C:33]2[NH:34][C:35]([C:37]([O:39][CH3:40])=[O:38])=[CH:36][C:32]=2[CH2:31][CH2:30]1. (5) Given the product [Br:7][C:8]1[CH:13]=[C:12]([F:14])[C:11]2[N:15]=[C:16]([CH3:17])[N:18]([CH:19]([CH3:21])[CH3:20])[C:10]=2[CH:9]=1, predict the reactants needed to synthesize it. The reactants are: CC(C)([O-])C.[K+].[Br:7][C:8]1[CH:13]=[C:12]([F:14])[C:11]([NH:15][C:16](=[N:18][CH:19]([CH3:21])[CH3:20])[CH3:17])=[C:10](F)[CH:9]=1. (6) Given the product [CH2:30]([O:17][C@H:13]1[C@H:12]2[CH2:16][C@H:15]([C@@H:10]([C:8]([N:4]3[CH2:5][CH2:6][CH2:7][C@H:3]3[C:1]#[N:2])=[O:9])[N:11]2[C:18]([O:20][C:21]([CH3:24])([CH3:23])[CH3:22])=[O:19])[CH2:14]1)[CH:25]=[CH2:26], predict the reactants needed to synthesize it. The reactants are: [C:1]([C@@H:3]1[CH2:7][CH2:6][CH2:5][N:4]1[C:8]([C@@H:10]1[C@H:15]2[CH2:16][C@H:12]([C@H:13]([OH:17])[CH2:14]2)[N:11]1[C:18]([O:20][C:21]([CH3:24])([CH3:23])[CH3:22])=[O:19])=[O:9])#[N:2].[C:25]1(P(C2C=CC=CC=2)CCCCP(C2C=CC=CC=2)C2C=CC=CC=2)[CH:30]=CC=C[CH:26]=1.C(=O)(OCC)OCC=C. (7) Given the product [C:2]([O:3][CH2:4][CH2:5]/[CH:6]=[CH:7]\[CH2:8][CH3:10])(=[O:1])[CH3:15], predict the reactants needed to synthesize it. The reactants are: [O:1]1[C:5]2[CH:6]=[CH:7][C:8]([CH2:10]C(C)C=O)=C[C:4]=2[O:3][CH2:2]1.[CH2:15](O)C/C=C\CC.CC(CCC1C=CC=CC=1)CCO.C(C1OC(=O)CC1)CCCCCC.C(OCC1C=CC=CC=1)(=O)C.CC1CCC(C(O)(C)C)CC=1.CC(O)(CCCC(C)C=C)C.CC1C(/C=C/C(=O)C)C(C)(C)CCC=1.CC1CCCC(C)(C)C=1/C=C/C(=O)C.OC1C=CC(C=O)=CC=1OC.O1C2C=CC(C=O)=CC=2OC1.